This data is from Reaction yield outcomes from USPTO patents with 853,638 reactions. The task is: Predict the reaction yield, written as a fraction of the theoretical maximum amount of product (1.0 means a 100% yield; for example, 0.34 means a 34% yield). (1) The reactants are [CH3:1][S:2]([C:5]1[CH:23]=[CH:22][C:8]([CH:9]=[C:10]2[C:19]3[C:14](=[CH:15][CH:16]=[CH:17][CH:18]=3)[CH2:13][CH2:12]/[C:11]/2=[N:20]\[OH:21])=[CH:7][CH:6]=1)(=[O:4])=[O:3].[C:24](Br)(=[O:26])[CH3:25].C(N(CC)CC)C. The catalyst is ClCCl. The product is [C:24]([O:21]/[N:20]=[C:11]1/[C:10](=[CH:9][C:8]2[CH:7]=[CH:6][C:5]([S:2]([CH3:1])(=[O:4])=[O:3])=[CH:23][CH:22]=2)[C:19]2[C:14]([CH2:13][CH2:12]/1)=[CH:15][CH:16]=[CH:17][CH:18]=2)(=[O:26])[CH3:25]. The yield is 0.600. (2) The reactants are [F:1][C:2]([F:26])([F:25])[O:3][C:4]1[CH:9]=[CH:8][C:7]([N:10]2[C:18]3[CH:17]=[CH:16][C:15]4[CH:19]=[C:20]([CH:23]=C)[CH:21]=[CH:22][C:14]=4[C:13]=3[CH:12]=[N:11]2)=[CH:6][CH:5]=1.[O:27]1CCOCC1.O. The catalyst is CCOC(C)=O.O=[Os](=O)(=O)=O. The product is [F:26][C:2]([F:25])([F:1])[O:3][C:4]1[CH:5]=[CH:6][C:7]([N:10]2[C:18]3[CH:17]=[CH:16][C:15]4[CH:19]=[C:20]([CH:23]=[O:27])[CH:21]=[CH:22][C:14]=4[C:13]=3[CH:12]=[N:11]2)=[CH:8][CH:9]=1. The yield is 0.330. (3) The reactants are [CH3:1][O:2][C:3](=[O:20])[C@@H:4]([NH:9][C:10]([O:12][CH2:13][C:14]1[CH:19]=[CH:18][CH:17]=[CH:16][CH:15]=1)=[O:11])[CH2:5][C:6](O)=[O:7].B. The catalyst is O1CCCC1. The product is [CH3:1][O:2][C:3](=[O:20])[C@@H:4]([NH:9][C:10]([O:12][CH2:13][C:14]1[CH:15]=[CH:16][CH:17]=[CH:18][CH:19]=1)=[O:11])[CH2:5][CH2:6][OH:7]. The yield is 0.680.